This data is from Full USPTO retrosynthesis dataset with 1.9M reactions from patents (1976-2016). The task is: Predict the reactants needed to synthesize the given product. (1) Given the product [CH:6]1[C:1]([OH:7])=[CH:2][CH:3]=[CH:4][C:5]=1[CH3:8].[CH2:8]=[O:9], predict the reactants needed to synthesize it. The reactants are: [C:1]1([OH:7])[CH:6]=[CH:5][CH:4]=[CH:3][CH:2]=1.[CH2:8]=[O:9]. (2) Given the product [CH:25]1([CH2:24][NH:23][C:21]([C:18]2[CH:19]=[CH:20][C:15]([C:10]3[C:11]([CH3:14])=[CH:12][CH:13]=[C:8]([NH:7][C:5](=[O:6])[C:4]4[CH:28]=[CH:29][N:30]=[C:2]([N:35]5[CH2:36][CH2:37][CH:33]([N:32]([CH3:38])[CH3:31])[CH2:34]5)[CH:3]=4)[CH:9]=3)=[CH:16][CH:17]=2)=[O:22])[CH2:27][CH2:26]1, predict the reactants needed to synthesize it. The reactants are: Cl[C:2]1[CH:3]=[C:4]([CH:28]=[CH:29][N:30]=1)[C:5]([NH:7][C:8]1[CH:9]=[C:10]([C:15]2[CH:20]=[CH:19][C:18]([C:21]([NH:23][CH2:24][CH:25]3[CH2:27][CH2:26]3)=[O:22])=[CH:17][CH:16]=2)[C:11]([CH3:14])=[CH:12][CH:13]=1)=[O:6].[CH3:31][N:32]([CH3:38])[CH:33]1[CH2:37][CH2:36][NH:35][CH2:34]1. (3) Given the product [OH:27][CH:24]1[CH2:25][CH2:26][C:21]([C:4]2[C:3]([O:2][CH3:1])=[C:12]3[C:7]([CH:8]=[N:9][C:10]([NH:13][CH3:14])=[N:11]3)=[C:6]([C:15]3[CH:20]=[CH:19][CH:18]=[CH:17][CH:16]=3)[CH:5]=2)=[CH:22][CH2:23]1, predict the reactants needed to synthesize it. The reactants are: [CH3:1][O:2][C:3]1[C:4]([C:21]2[CH2:26][CH2:25][C:24](=[O:27])[CH2:23][CH:22]=2)=[CH:5][C:6]([C:15]2[CH:20]=[CH:19][CH:18]=[CH:17][CH:16]=2)=[C:7]2[C:12]=1[N:11]=[C:10]([NH:13][CH3:14])[N:9]=[CH:8]2.[BH4-].[Na+].CC(C)=O.O. (4) Given the product [N:1]1([C:26]([C:15]2[N:16]([CH3:25])[C:17]([C:18]3[CH:23]=[CH:22][C:21]([CH3:24])=[CH:20][CH:19]=3)=[C:13]([C:10]3[CH:9]=[CH:8][C:7]([CH3:6])=[CH:12][CH:11]=3)[N:14]=2)=[O:27])[CH2:5][CH2:4][CH2:3][CH2:2]1, predict the reactants needed to synthesize it. The reactants are: [NH:1]1[CH2:5][CH2:4][CH2:3][CH2:2]1.[CH3:6][C:7]1[CH:12]=[CH:11][C:10]([C:13]2[N:14]=[C:15]([C:26](O)=[O:27])[N:16]([CH3:25])[C:17]=2[C:18]2[CH:23]=[CH:22][C:21]([CH3:24])=[CH:20][CH:19]=2)=[CH:9][CH:8]=1. (5) Given the product [NH:25]1[C:33]2[C:28](=[C:29]([C:2]3[N:3]=[C:4]([N:19]4[CH2:24][CH2:23][O:22][CH2:21][CH2:20]4)[C:5]4[O:10][C:9]5[N:11]=[CH:12][C:13]([CH2:15][N:16]([CH3:18])[CH3:17])=[CH:14][C:8]=5[C:6]=4[N:7]=3)[CH:30]=[CH:31][CH:32]=2)[CH:27]=[CH:26]1, predict the reactants needed to synthesize it. The reactants are: Cl[C:2]1[N:3]=[C:4]([N:19]2[CH2:24][CH2:23][O:22][CH2:21][CH2:20]2)[C:5]2[O:10][C:9]3[N:11]=[CH:12][C:13]([CH2:15][N:16]([CH3:18])[CH3:17])=[CH:14][C:8]=3[C:6]=2[N:7]=1.[NH:25]1[C:33]2[CH:32]=[CH:31][CH:30]=[C:29](B(O)O)[C:28]=2[CH:27]=[CH:26]1.C([O-])([O-])=O.[Na+].[Na+].O1CCOCC1. (6) Given the product [NH2:8][CH2:9][CH2:10][C@H:11]([C:13]1[CH:32]=[CH:31][CH:30]=[C:15]([O:16][CH2:17][C@@H:18]2[CH2:22][CH2:21][CH2:20][NH:19]2)[CH:14]=1)[OH:12], predict the reactants needed to synthesize it. The reactants are: C(OC([NH:8][CH2:9][CH2:10][C@H:11]([C:13]1[CH:14]=[C:15]([CH:30]=[CH:31][CH:32]=1)[O:16][CH2:17][C@@H:18]1[CH2:22][CH2:21][CH2:20][N:19]1C(OC(C)(C)C)=O)[OH:12])=O)(C)(C)C.Cl.O1CCOCC1.